Dataset: Reaction yield outcomes from USPTO patents with 853,638 reactions. Task: Predict the reaction yield, written as a fraction of the theoretical maximum amount of product (1.0 means a 100% yield; for example, 0.34 means a 34% yield). The reactants are [NH2:1][CH:2]([CH3:15])[CH2:3][N:4]1[C:12]2[N:11]=[CH:10][NH:9][C:8]=2[C:7](=[O:13])[NH:6][C:5]1=[S:14].[CH3:16][O:17][C:18]1[CH:33]=[CH:32][CH:31]=[CH:30][C:19]=1[O:20][CH2:21][CH2:22][N:23]1[CH:27]=[CH:26][CH:25]=[C:24]1[CH:28]=O. No catalyst specified. The product is [CH3:16][O:17][C:18]1[CH:33]=[CH:32][CH:31]=[CH:30][C:19]=1[O:20][CH2:21][CH2:22][N:23]1[CH:27]=[CH:26][CH:25]=[C:24]1[CH2:28][NH:1][CH:2]([CH3:15])[CH2:3][N:4]1[C:12]2[N:11]=[CH:10][NH:9][C:8]=2[C:7](=[O:13])[NH:6][C:5]1=[S:14]. The yield is 0.290.